Dataset: Reaction yield outcomes from USPTO patents with 853,638 reactions. Task: Predict the reaction yield, written as a fraction of the theoretical maximum amount of product (1.0 means a 100% yield; for example, 0.34 means a 34% yield). (1) The reactants are [O-:1][CH2:2][CH3:3].[Na+].[S:5]1[CH:9]=[CH:8][CH:7]=C1CC(O)=O.ClCCC[Si:18]([O:25][CH2:26][CH3:27])([O:22][CH2:23][CH3:24])[O:19][CH2:20][CH3:21]. The catalyst is S1C=CC=C1C(O)=O.C(O)C. The product is [C:2]([S:5][CH2:9][CH2:8][CH2:7][Si:18]([O:25][CH2:26][CH3:27])([O:22][CH2:23][CH3:24])[O:19][CH2:20][CH3:21])(=[O:1])[CH3:3]. The yield is 0.780. (2) The reactants are Cl.[N:2]12[CH2:9][CH2:8][CH:5]([CH2:6][CH2:7]1)[C@@H:4]([OH:10])[CH2:3]2. The catalyst is [OH-].[Na+]. The product is [N:2]12[CH2:9][CH2:8][CH:5]([CH2:6][CH2:7]1)[C@@H:4]([OH:10])[CH2:3]2. The yield is 0.990. (3) The reactants are [NH:1]1[CH2:5][CH2:4][CH2:3][C:2]1=[O:6].[H-].[Na+].[I:9][C:10]1[CH:17]=[CH:16][C:13]([CH2:14]Br)=[CH:12][CH:11]=1. The catalyst is CN(C)C=O. The product is [I:9][C:10]1[CH:17]=[CH:16][C:13]([CH2:14][N:1]2[CH2:5][CH2:4][CH2:3][C:2]2=[O:6])=[CH:12][CH:11]=1. The yield is 0.980. (4) The reactants are [CH3:1][N:2]([CH3:22])[C:3]([C:5]1[NH:9][C:8]([C:10]2[C:11]([CH3:21])=[CH:12][C:13]([CH3:20])=[C:14]([CH:19]=2)[C:15]([O:17]C)=[O:16])=[N:7][CH:6]=1)=[O:4].O1CCCC1. The catalyst is [Li+].[OH-]. The product is [CH3:1][N:2]([CH3:22])[C:3]([C:5]1[NH:9][C:8]([C:10]2[C:11]([CH3:21])=[CH:12][C:13]([CH3:20])=[C:14]([CH:19]=2)[C:15]([OH:17])=[O:16])=[N:7][CH:6]=1)=[O:4]. The yield is 0.530. (5) The reactants are Br[CH2:2][C:3]1[C:12]2[C:7](=[CH:8][CH:9]=[CH:10][CH:11]=2)[C:6]([CH:13]=[O:14])=[CH:5][CH:4]=1.[C:15]1(=[O:25])[NH:19][C:18](=[O:20])[C:17]2=[CH:21][CH:22]=[CH:23][CH:24]=[C:16]12.[K]. The catalyst is CN(C=O)C.O. The product is [O:20]=[C:18]1[C:17]2[C:16](=[CH:24][CH:23]=[CH:22][CH:21]=2)[C:15](=[O:25])[N:19]1[CH2:2][C:3]1[C:12]2[C:7](=[CH:8][CH:9]=[CH:10][CH:11]=2)[C:6]([CH:13]=[O:14])=[CH:5][CH:4]=1. The yield is 0.980. (6) The reactants are [Cl:1][C:2]1[CH:10]=[CH:9][C:5]([CH2:6][C:7]#[N:8])=[CH:4][CH:3]=1.Br[CH2:12][CH2:13][CH2:14]Br. No catalyst specified. The product is [Cl:1][C:2]1[CH:10]=[CH:9][C:5]([C:6]2([CH:7]([NH2:8])[CH2:4][CH:5]([CH3:9])[CH3:6])[CH2:14][CH2:13][CH2:12]2)=[CH:4][CH:3]=1. The yield is 0.562.